From a dataset of Reaction yield outcomes from USPTO patents with 853,638 reactions. Predict the reaction yield, written as a fraction of the theoretical maximum amount of product (1.0 means a 100% yield; for example, 0.34 means a 34% yield). (1) The reactants are [N:1]([CH2:4][CH2:5][CH2:6][OH:7])=[N+:2]=[N-:3].C(N(CC)CC)C.[CH2:15]([S:27][C:28]([S:30][C:31]([CH3:36])([CH3:35])[C:32](Cl)=[O:33])=[S:29])[CH2:16][CH2:17][CH2:18][CH2:19][CH2:20][CH2:21][CH2:22][CH2:23][CH2:24][CH2:25][CH3:26]. The catalyst is C(Cl)Cl. The product is [N:1]([CH2:4][CH2:5][CH2:6][O:7][C:32](=[O:33])[C:31]([S:30][C:28]([S:27][CH2:15][CH2:16][CH2:17][CH2:18][CH2:19][CH2:20][CH2:21][CH2:22][CH2:23][CH2:24][CH2:25][CH3:26])=[S:29])([CH3:36])[CH3:35])=[N+:2]=[N-:3]. The yield is 0.900. (2) The reactants are [CH2:1]([C:4]1[C:9]([CH3:10])=[CH:8][C:7]([CH3:11])=[CH:6][C:5]=1[OH:12])[CH:2]=[CH2:3].Cl.[OH-].[Na+]. The catalyst is CO. The product is [CH3:3][CH:2]1[CH2:1][C:4]2[C:9]([CH3:10])=[CH:8][C:7]([CH3:11])=[CH:6][C:5]=2[O:12]1. The yield is 0.500. (3) The reactants are Br[C:2]1[C:7]([CH3:8])=[CH:6][CH:5]=[CH:4][N:3]=1.C([O-])([O-])=O.[K+].[K+].N#N.[C:17]([O:21][C:22]([C:24]1[CH:25]=[C:26](B(O)O)[CH:27]=[CH:28][CH:29]=1)=[O:23])([CH3:20])([CH3:19])[CH3:18].C(Cl)Cl.CS(O)(=O)=O.[OH-].[Na+]. The catalyst is C1(C)C=CC=CC=1.C1C=CC(P(C2C=CC=CC=2)[C-]2C=CC=C2)=CC=1.C1C=CC(P(C2C=CC=CC=2)[C-]2C=CC=C2)=CC=1.Cl[Pd]Cl.[Fe+2].O. The product is [C:17]([O:21][C:22](=[O:23])[C:24]1[CH:25]=[CH:26][CH:27]=[C:28]([C:2]2[C:7]([CH3:8])=[CH:6][CH:5]=[CH:4][N:3]=2)[CH:29]=1)([CH3:20])([CH3:18])[CH3:19]. The yield is 0.820. (4) The catalyst is C(Cl)Cl. The yield is 0.970. The product is [Cl:1][C:2]1[C:3]([C:31]2[CH:36]=[CH:35][CH:34]=[C:33]([CH:37]([CH3:39])[CH3:38])[CH:32]=2)=[C:4]([C:8]([OH:17])([C@@H:18]2[CH2:23][CH2:22][CH2:21][NH:20][CH2:19]2)[CH2:9][CH2:10][CH2:11][NH:12][C:13](=[O:14])[O:15][CH3:16])[CH:5]=[N:6][CH:7]=1. The reactants are [Cl:1][C:2]1[C:3]([C:31]2[CH:36]=[CH:35][CH:34]=[C:33]([CH:37]([CH3:39])[CH3:38])[CH:32]=2)=[C:4]([C:8]([C@@H:18]2[CH2:23][CH2:22][CH2:21][N:20](C(OC(C)(C)C)=O)[CH2:19]2)([OH:17])[CH2:9][CH2:10][CH2:11][NH:12][C:13]([O:15][CH3:16])=[O:14])[CH:5]=[N:6][CH:7]=1.FC(F)(F)C(O)=O.